This data is from Catalyst prediction with 721,799 reactions and 888 catalyst types from USPTO. The task is: Predict which catalyst facilitates the given reaction. Reactant: N[C:2]1[CH:3]=[C:4]([CH:8]=[CH:9][C:10]=1[C:11]([F:14])([F:13])[F:12])[C:5]([OH:7])=[O:6].N([O-])=O.[Na+].NC(N)=O.[OH-].[Na+].[BrH:25]. Product: [Br:25][C:2]1[CH:3]=[C:4]([CH:8]=[CH:9][C:10]=1[C:11]([F:14])([F:13])[F:12])[C:5]([OH:7])=[O:6]. The catalyst class is: 6.